Dataset: Full USPTO retrosynthesis dataset with 1.9M reactions from patents (1976-2016). Task: Predict the reactants needed to synthesize the given product. (1) Given the product [O:19]1[CH2:20][CH2:21][N:16]([S:2]([C:5]2[CH:10]=[CH:9][C:8]([CH2:11][C:12]([O:14][CH3:15])=[O:13])=[CH:7][CH:6]=2)(=[O:4])=[O:3])[CH2:17][CH2:18]1, predict the reactants needed to synthesize it. The reactants are: Cl[S:2]([C:5]1[CH:10]=[CH:9][C:8]([CH2:11][C:12]([O:14][CH3:15])=[O:13])=[CH:7][CH:6]=1)(=[O:4])=[O:3].[NH:16]1[CH2:21][CH2:20][O:19][CH2:18][CH2:17]1.C(N(CC)CC)C. (2) Given the product [Cl:16][C:4]1[CH:5]=[C:6]2[C:10](=[C:2]([C:21]3[CH:20]=[CH:19][C:18]([Cl:17])=[CH:23][C:22]=3[Cl:24])[CH:3]=1)[N:9]([CH3:11])[C:8]([C:12]([NH2:14])=[O:13])=[C:7]2[CH3:15], predict the reactants needed to synthesize it. The reactants are: Br[C:2]1[CH:3]=[C:4]([Cl:16])[CH:5]=[C:6]2[C:10]=1[N:9]([CH3:11])[C:8]([C:12]([NH2:14])=[O:13])=[C:7]2[CH3:15].[Cl:17][C:18]1[CH:23]=[C:22]([Cl:24])[CH:21]=[CH:20][C:19]=1B(O)O. (3) Given the product [F:1][C:2]1[CH:3]=[C:4]([C:9](=[O:11])[CH3:10])[CH:5]=[CH:6][C:7]=1[N:12]1[CH2:17][CH2:16][NH:15][CH2:14][CH2:13]1, predict the reactants needed to synthesize it. The reactants are: [F:1][C:2]1[CH:3]=[C:4]([C:9](=[O:11])[CH3:10])[CH:5]=[CH:6][C:7]=1F.[NH:12]1[CH2:17][CH2:16][NH:15][CH2:14][CH2:13]1. (4) Given the product [NH2:22][CH2:21][C:18]1[CH:17]=[CH:16][C:15]([S:12]([N:11]=[C:10]([N:2]2[N:3]=[CH:4][C:5]3([CH2:9][CH2:8][CH2:7][CH2:6]3)[CH2:1]2)[NH:33][CH2:34][CH3:35])(=[O:13])=[O:14])=[CH:20][CH:19]=1, predict the reactants needed to synthesize it. The reactants are: [CH2:1]1[C:5]2([CH2:9][CH2:8][CH2:7][CH2:6]2)[CH:4]=[N:3][N:2]1[C:10]([NH:33][CH2:34][CH3:35])=[N:11][S:12]([C:15]1[CH:20]=[CH:19][C:18]([CH2:21][N:22]2C(=O)C3C(=CC=CC=3)C2=O)=[CH:17][CH:16]=1)(=[O:14])=[O:13].O.NN. (5) Given the product [CH2:1]([N:8]1[C:16]2[C:11](=[CH:12][C:13]([NH:18][C:19]3[N:28]=[CH:27][C:26]([CH:29]4[CH2:30][CH2:31]4)=[CH:25][C:20]=3[C:21]([OH:23])=[O:22])=[CH:14][C:15]=2[CH3:17])[CH:10]=[CH:9]1)[C:2]1[CH:3]=[CH:4][CH:5]=[CH:6][CH:7]=1, predict the reactants needed to synthesize it. The reactants are: [CH2:1]([N:8]1[C:16]2[C:11](=[CH:12][C:13]([NH:18][C:19]3[N:28]=[CH:27][C:26]([CH:29]4[CH2:31][CH2:30]4)=[CH:25][C:20]=3[C:21]([O:23]C)=[O:22])=[CH:14][C:15]=2[CH3:17])[CH:10]=[CH:9]1)[C:2]1[CH:7]=[CH:6][CH:5]=[CH:4][CH:3]=1.[OH-].[Na+].Cl.C(OCC)(=O)C. (6) Given the product [CH3:13][O:12][C:9]1[N:8]=[CH:7][C:6]([NH:5][CH2:4][C:3]([OH:14])=[O:2])=[CH:11][CH:10]=1, predict the reactants needed to synthesize it. The reactants are: C[O:2][C:3](=[O:14])[CH2:4][NH:5][C:6]1[CH:7]=[N:8][C:9]([O:12][CH3:13])=[CH:10][CH:11]=1.[OH-].[Li+].Cl.